The task is: Predict the reaction yield, written as a fraction of the theoretical maximum amount of product (1.0 means a 100% yield; for example, 0.34 means a 34% yield).. This data is from Reaction yield outcomes from USPTO patents with 853,638 reactions. (1) The reactants are Cl[C:2]1[N:7]2[N:8]=[CH:9][CH:10]=[C:6]2[N:5]=[C:4]([NH:11][C:12](=[O:23])[C:13]2[CH:18]=[CH:17][C:16]([C:19]([OH:22])([CH3:21])[CH3:20])=[CH:15][CH:14]=2)[CH:3]=1.[N:24]1([CH:30]=[O:31])[CH2:29][CH2:28][NH:27][CH2:26][CH2:25]1. The catalyst is CN1C(=O)CCC1.CS(C)=O.CO. The product is [CH:30]([N:24]1[CH2:29][CH2:28][N:27]([C:2]2[N:7]3[N:8]=[CH:9][CH:10]=[C:6]3[N:5]=[C:4]([NH:11][C:12](=[O:23])[C:13]3[CH:18]=[CH:17][C:16]([C:19]([OH:22])([CH3:21])[CH3:20])=[CH:15][CH:14]=3)[CH:3]=2)[CH2:26][CH2:25]1)=[O:31]. The yield is 0.570. (2) The reactants are [OH:1][CH2:2][CH2:3][C@H:4]1[CH2:8][O:7][C:6]([CH3:10])([CH3:9])[N:5]1[C:11]([O:13][C:14]([CH3:17])([CH3:16])[CH3:15])=[O:12].[Cl:18][C:19]1[CH:24]=[CH:23][C:22](O)=[CH:21][CH:20]=1.C1(P(C2C=CC=CC=2)C2C=CC=CC=2)C=CC=CC=1.N(C(OCC)=O)=NC(OCC)=O.[OH-].[Na+]. The catalyst is C1COCC1.C(OCC)(=O)C. The product is [C:14]([O:13][C:11]([N:5]1[C@@H:4]([CH2:3][CH2:2][O:1][C:22]2[CH:23]=[CH:24][C:19]([Cl:18])=[CH:20][CH:21]=2)[CH2:8][O:7][C:6]1([CH3:10])[CH3:9])=[O:12])([CH3:17])([CH3:16])[CH3:15]. The yield is 0.760. (3) The reactants are [F-].[Cs+].[CH3:21][CH2:20][CH2:19][CH2:18][Sn:17](O[Sn:17]([CH2:26][CH2:27][CH2:28][CH3:29])([CH2:22][CH2:23][CH2:24][CH3:25])[CH2:18][CH2:19][CH2:20][CH3:21])([CH2:22][CH2:23][CH2:24][CH3:25])[CH2:26][CH2:27][CH2:28][CH3:29].[F:30][C:31]([Si](C)(C1C=CC=CC=1)C1C=CC=CC=1)=[CH2:32].O. The catalyst is CN(C)C=O. The product is [CH2:26]([Sn:17]([CH2:18][CH2:19][CH2:20][CH3:21])([CH2:22][CH2:23][CH2:24][CH3:25])[C:31]([F:30])=[CH2:32])[CH2:27][CH2:28][CH3:29]. The yield is 0.630.